This data is from Full USPTO retrosynthesis dataset with 1.9M reactions from patents (1976-2016). The task is: Predict the reactants needed to synthesize the given product. (1) Given the product [Br:1][C:2]1[CH:3]=[C:4]2[C:8](=[CH:9][CH:10]=1)[N:7]([CH2:20][CH2:21][N:22]1[CH2:26][CH2:25][CH2:24][CH2:23]1)[N:6]=[C:5]2[CH3:11], predict the reactants needed to synthesize it. The reactants are: [Br:1][C:2]1[CH:3]=[C:4]2[C:8](=[CH:9][CH:10]=1)[NH:7][N:6]=[C:5]2[CH3:11].C([O-])([O-])=O.[Cs+].[Cs+].Cl.Cl[CH2:20][CH2:21][N:22]1[CH2:26][CH2:25][CH2:24][CH2:23]1. (2) The reactants are: [CH2:1]([C:3]1[O:7][N:6]=[C:5]([C:8]2[S:12][C:11]([NH:13]C(=O)CC)=[N:10][C:9]=2[C:18]2[CH:23]=[CH:22][CH:21]=[CH:20][CH:19]=2)[N:4]=1)[CH3:2].Cl.C([O-])(O)=O.[Na+]. Given the product [CH2:1]([C:3]1[O:7][N:6]=[C:5]([C:8]2[S:12][C:11]([NH2:13])=[N:10][C:9]=2[C:18]2[CH:23]=[CH:22][CH:21]=[CH:20][CH:19]=2)[N:4]=1)[CH3:2], predict the reactants needed to synthesize it. (3) Given the product [C:7]([O:9][CH2:10][CH3:35])(=[O:8])[CH3:6].[CH3:34][CH2:4][CH2:5][CH:6]([CH3:7])[CH3:2].[CH3:34][CH2:4][CH2:5][CH:6]([CH3:7])[CH3:2].[CH3:35][C:28]([CH3:13])=[O:29].[CH3:1][C:2]1[NH:3][C:4]([CH3:34])=[C:5]([CH2:11][C:12]2[S:27][C:15]3[N:16]([CH2:23][CH:24]([CH3:26])[CH3:25])[C:17](=[O:22])[N:18]([CH3:21])[C:19](=[O:20])[C:14]=3[C:13]=2[C:28]([N:30]([O:32][CH3:33])[CH3:31])=[O:29])[C:6]=1[C:7]([O:9][CH3:10])=[O:8], predict the reactants needed to synthesize it. The reactants are: [CH3:1][C:2]1[NH:3][C:4]([CH3:34])=[C:5]([CH2:11][C:12]2[S:27][C:15]3[N:16]([CH2:23][CH:24]([CH3:26])[CH3:25])[C:17](=[O:22])[N:18]([CH3:21])[C:19](=[O:20])[C:14]=3[C:13]=2[C:28]([N:30]([O:32][CH3:33])[CH3:31])=[O:29])[C:6]=1[C:7]([O:9][CH3:10])=[O:8].[CH2:35](O)C. (4) Given the product [Br:22][C:5]1[CH:6]=[CH:7][CH:8]=[C:3]([O:2][CH3:1])[C:4]=1[N+:10]([O-:12])=[O:11], predict the reactants needed to synthesize it. The reactants are: [CH3:1][O:2][C:3]1[C:4]([N+:10]([O-:12])=[O:11])=[C:5](N)[CH:6]=[CH:7][CH:8]=1.N([O-])=O.[Na+].C([O-])(O)=O.[Na+].[BrH:22]. (5) Given the product [Cl:24][C:25]1[CH:26]=[C:27]([NH:32][C:33]2[C:34]3[C:41](=[CH:19][C:13]4[NH:12][C:9]5[CH2:10][CH2:11][N:6]([CH2:5][CH2:4][N:3]([CH2:22][CH3:23])[CH2:1][CH3:2])[C:7](=[O:21])[C:8]=5[C:14]=4[C:15]([F:17])([F:18])[F:16])[C:40](=[O:42])[NH:39][C:35]=3[N:36]=[CH:37][N:38]=2)[CH:28]=[CH:29][C:30]=1[F:31], predict the reactants needed to synthesize it. The reactants are: [CH2:1]([N:3]([CH2:22][CH3:23])[CH2:4][CH2:5][N:6]1[CH2:11][CH2:10][C:9]2[NH:12][C:13]([CH:19]=O)=[C:14]([C:15]([F:18])([F:17])[F:16])[C:8]=2[C:7]1=[O:21])[CH3:2].[Cl:24][C:25]1[CH:26]=[C:27]([NH:32][C:33]2[C:34]3[CH2:41][C:40](=[O:42])[NH:39][C:35]=3[N:36]=[CH:37][N:38]=2)[CH:28]=[CH:29][C:30]=1[F:31].